From a dataset of Reaction yield outcomes from USPTO patents with 853,638 reactions. Predict the reaction yield, written as a fraction of the theoretical maximum amount of product (1.0 means a 100% yield; for example, 0.34 means a 34% yield). (1) The reactants are [NH2:1][C:2]1[CH:7]=[CH:6][C:5](O)=[C:4]([Cl:9])[CH:3]=1.[C:10](OC(=O)C)(=[O:12])[CH3:11].[OH2:17]. No catalyst specified. The product is [Cl:9][C:4]1[CH:5]=[CH:6][C:7]([OH:17])=[C:2]([NH:1][C:10](=[O:12])[CH3:11])[CH:3]=1. The yield is 0.700. (2) The reactants are [ClH:1].[CH2:2]([C@@H:4]([C:11]1[CH:16]=[CH:15][CH:14]=[C:13]([O:17]CC2C=CC=CC=2)[CH:12]=1)[C@@H:5]([CH3:10])[CH2:6][N:7]([CH3:9])[CH3:8])[CH3:3]. The catalyst is O. The product is [ClH:1].[CH3:9][N:7]([CH3:8])[CH2:6][C@H:5]([CH3:10])[C@H:4]([C:11]1[CH:12]=[C:13]([OH:17])[CH:14]=[CH:15][CH:16]=1)[CH2:2][CH3:3]. The yield is 0.900. (3) The reactants are [OH:1][CH2:2][CH2:3][NH:4][CH2:5][CH2:6][N:7]1[CH2:12][CH2:11][S:10][C:9]2[CH:13]=[CH:14][C:15]([NH:17][C:18]([C:20]3[S:21][CH:22]=[CH:23][CH:24]=3)=[NH:19])=[CH:16][C:8]1=2.[ClH:25]. The catalyst is CO. The product is [ClH:25].[ClH:25].[OH:1][CH2:2][CH2:3][NH:4][CH2:5][CH2:6][N:7]1[CH2:12][CH2:11][S:10][C:9]2[CH:13]=[CH:14][C:15]([NH:17][C:18]([C:20]3[S:21][CH:22]=[CH:23][CH:24]=3)=[NH:19])=[CH:16][C:8]1=2. The yield is 0.990. (4) The reactants are Cl.[CH2:2]([NH:4][C:5]1[CH:6]=[N:7][O:8][C:9]=1[CH3:10])[CH3:3].C(Cl)Cl.[C:14](Cl)(=[O:18])[CH:15]([CH3:17])[CH3:16]. The catalyst is O. The product is [CH2:2]([N:4]([C:5]1[CH:6]=[N:7][O:8][C:9]=1[CH3:10])[C:14](=[O:18])[CH:15]([CH3:17])[CH3:16])[CH3:3]. The yield is 0.720. (5) The reactants are [CH3:1][N:2]([CH3:38])[CH2:3][CH2:4][O:5][C:6](=[O:37])[C:7]1[CH:12]=[CH:11][C:10]([CH2:13][N:14]2[C:19](=[O:20])[C:18]([CH3:21])=[C:17]3[S:22][C:23]([C:25](=[O:35])[NH:26][CH2:27][C:28]4[CH:33]=[CH:32][C:31]([F:34])=[CH:30][CH:29]=4)=[CH:24][N:16]3[C:15]2=[O:36])=[CH:9][CH:8]=1.[ClH:39].C(OCC)C. The catalyst is O1CCCC1. The product is [ClH:39].[CH3:38][N:2]([CH3:1])[CH2:3][CH2:4][O:5][C:6](=[O:37])[C:7]1[CH:12]=[CH:11][C:10]([CH2:13][N:14]2[C:19](=[O:20])[C:18]([CH3:21])=[C:17]3[S:22][C:23]([C:25](=[O:35])[NH:26][CH2:27][C:28]4[CH:29]=[CH:30][C:31]([F:34])=[CH:32][CH:33]=4)=[CH:24][N:16]3[C:15]2=[O:36])=[CH:9][CH:8]=1. The yield is 0.410. (6) The reactants are [NH2:1][C:2]1[CH:7]=[CH:6][CH:5]=[CH:4][C:3]=1[C:8](=[O:10])[CH3:9].C1C(=O)N([Br:18])C(=O)C1.OS(O)(=O)=O.O. The catalyst is ClCCl. The product is [NH2:1][C:2]1[CH:7]=[CH:6][C:5]([Br:18])=[CH:4][C:3]=1[C:8](=[O:10])[CH3:9]. The yield is 0.580.